Dataset: Full USPTO retrosynthesis dataset with 1.9M reactions from patents (1976-2016). Task: Predict the reactants needed to synthesize the given product. (1) Given the product [CH3:20][S:17]([C:13]1[CH:12]=[C:11]([C:8]2[C:6]3[N:7]=[C:2]([C:35]4[CH:36]=[N:37][C:38]([NH2:41])=[N:39][CH:40]=4)[N:3]=[C:4]([N:21]4[CH2:26][CH2:25][O:24][CH2:23][CH2:22]4)[C:5]=3[S:10][CH:9]=2)[CH:16]=[CH:15][CH:14]=1)(=[O:19])=[O:18], predict the reactants needed to synthesize it. The reactants are: Cl[C:2]1[N:3]=[C:4]([N:21]2[CH2:26][CH2:25][O:24][CH2:23][CH2:22]2)[C:5]2[S:10][CH:9]=[C:8]([C:11]3[CH:16]=[CH:15][CH:14]=[C:13]([S:17]([CH3:20])(=[O:19])=[O:18])[CH:12]=3)[C:6]=2[N:7]=1.CC1(C)C(C)(C)OB([C:35]2[CH:36]=[N:37][C:38]([NH2:41])=[N:39][CH:40]=2)O1. (2) Given the product [CH:24]([C:20]1[CH:21]=[CH:22][CH:23]=[C:17]([CH:14]([CH3:16])[CH3:15])[C:18]=1[NH:19][C:7]1[C:8](=[O:13])[CH2:9][CH2:10][CH2:11][CH:12]=1)([CH3:26])[CH3:25], predict the reactants needed to synthesize it. The reactants are: N1([C:7]2[C:8](=[O:13])[CH2:9][CH2:10][CH2:11][CH:12]=2)CCOCC1.[CH:14]([C:17]1[CH:23]=[CH:22][CH:21]=[C:20]([CH:24]([CH3:26])[CH3:25])[C:18]=1[NH2:19])([CH3:16])[CH3:15].O.C1(C)C=CC(S(O)(=O)=O)=CC=1. (3) Given the product [F:23][C:22]([F:25])([F:24])[C:20]([OH:26])=[O:21].[NH2:8][C:9]1[N:10]=[CH:11][C:12]([CH2:15][O:16][C:17](=[O:19])[CH3:18])=[N:13][CH:14]=1, predict the reactants needed to synthesize it. The reactants are: C(OC([NH:8][C:9]1[N:10]=[CH:11][C:12]([CH2:15][O:16][C:17](=[O:19])[CH3:18])=[N:13][CH:14]=1)=O)(C)(C)C.[C:20]([OH:26])([C:22]([F:25])([F:24])[F:23])=[O:21]. (4) Given the product [C:51]([CH2:50][CH2:49][CH2:48][CH2:47][N:4]([CH:1]1[CH2:2][CH2:3]1)[S:5]([C:8]1[CH:9]=[C:10]([CH:44]=[CH:45][CH:46]=1)[C:11]([NH:13][C:14]1[S:15][C:16]2[CH2:43][CH2:42][CH2:41][CH2:40][C:17]=2[C:18]=1[C:19]([NH:21][C:22]1[CH:27]=[CH:26][C:25]([CH2:28][CH2:29][C:30]2[CH:31]=[CH:32][C:33]([C:34]([OH:36])=[O:35])=[CH:38][CH:39]=2)=[CH:24][CH:23]=1)=[O:20])=[O:12])(=[O:6])=[O:7])([OH:53])=[O:52], predict the reactants needed to synthesize it. The reactants are: [CH:1]1([N:4]([CH2:47][CH2:48][CH2:49][CH2:50][C:51]([O:53]C)=[O:52])[S:5]([C:8]2[CH:9]=[C:10]([CH:44]=[CH:45][CH:46]=2)[C:11]([NH:13][C:14]2[S:15][C:16]3[CH2:43][CH2:42][CH2:41][CH2:40][C:17]=3[C:18]=2[C:19]([NH:21][C:22]2[CH:27]=[CH:26][C:25]([CH2:28][CH2:29][C:30]3[CH:39]=[CH:38][C:33]([C:34]([O:36]C)=[O:35])=[CH:32][CH:31]=3)=[CH:24][CH:23]=2)=[O:20])=[O:12])(=[O:7])=[O:6])[CH2:3][CH2:2]1.[OH-].[Na+]. (5) Given the product [CH3:21][NH:20][C:18]([C:7]1[C:6]2[CH:22]=[C:2]([B:29]3[O:33][C:32]([CH3:35])([CH3:34])[C:31]([CH3:37])([CH3:36])[O:30]3)[C:3]([N:23]([CH3:28])[S:24]([CH3:27])(=[O:26])=[O:25])=[CH:4][C:5]=2[O:9][C:8]=1[N:10]1[CH:15]=[CH:14][C:13]([CH3:16])=[CH:12][C:11]1=[O:17])=[O:19], predict the reactants needed to synthesize it. The reactants are: Br[C:2]1[C:3]([N:23]([CH3:28])[S:24]([CH3:27])(=[O:26])=[O:25])=[CH:4][C:5]2[O:9][C:8]([N:10]3[CH:15]=[CH:14][C:13]([CH3:16])=[CH:12][C:11]3=[O:17])=[C:7]([C:18]([NH:20][CH3:21])=[O:19])[C:6]=2[CH:22]=1.[B:29]1([B:29]2[O:33][C:32]([CH3:35])([CH3:34])[C:31]([CH3:37])([CH3:36])[O:30]2)[O:33][C:32]([CH3:35])([CH3:34])[C:31]([CH3:37])([CH3:36])[O:30]1.CC([O-])=O.[K+]. (6) Given the product [CH3:29][O:28][C:24]1[CH:23]=[C:22]([N+:30]([O-:32])=[O:31])[CH:21]=[C:17]([O:18][CH3:1])[C:16]=1[O:15][CH2:14][C:13]([O:12][CH2:11][CH3:10])=[O:36], predict the reactants needed to synthesize it. The reactants are: [CH2:1]1[O:18][CH2:17][CH2:16][O:15][CH2:14][CH2:13][O:12][CH2:11][CH2:10]OCCOCCOC1.CO[C:21]1C(O)=C[C:24]([O:28][CH3:29])=[CH:23][C:22]=1[N+:30]([O-:32])=[O:31].BrCC(OCC)=[O:36].